Dataset: Reaction yield outcomes from USPTO patents with 853,638 reactions. Task: Predict the reaction yield, written as a fraction of the theoretical maximum amount of product (1.0 means a 100% yield; for example, 0.34 means a 34% yield). (1) The reactants are [Cl:1][C:2]1[CH:3]=[C:4]([CH:7]=[C:8]([OH:10])[CH:9]=1)[CH:5]=[O:6].C(=O)([O-])[O-].[K+].[K+].CS(O[CH2:22][CH2:23][F:24])(=O)=O. The catalyst is CN(C=O)C. The product is [Cl:1][C:2]1[CH:3]=[C:4]([CH:7]=[C:8]([O:10][CH2:22][CH2:23][F:24])[CH:9]=1)[CH:5]=[O:6]. The yield is 0.710. (2) The catalyst is C(Cl)(Cl)Cl. The yield is 0.942. The product is [C:12]12([CH2:22][CH2:23][N:24]([CH2:37][CH2:38][CH2:39][CH2:40][CH3:41])[C:25](=[O:26])[NH:27][CH2:28][CH2:29][CH2:30][C:31]3[CH:32]=[CH:33][N+:34]([O-:9])=[CH:35][CH:36]=3)[CH2:13][CH:14]3[CH2:15][CH:16]([CH2:17][CH:18]([CH2:20]3)[CH2:19]1)[CH2:21]2. The reactants are ClC1C=CC=C(C(OO)=[O:9])C=1.[C:12]12([CH2:22][CH2:23][N:24]([CH2:37][CH2:38][CH2:39][CH2:40][CH3:41])[C:25]([NH:27][CH2:28][CH2:29][CH2:30][C:31]3[CH:36]=[CH:35][N:34]=[CH:33][CH:32]=3)=[O:26])[CH2:21][CH:16]3[CH2:17][CH:18]([CH2:20][CH:14]([CH2:15]3)[CH2:13]1)[CH2:19]2.[OH-].[Na+]. (3) The reactants are Cl.C(N=C=NCCCN(C)C)C.[OH:13][CH2:14][C:15]1[CH:23]=[CH:22][C:18]([C:19]([OH:21])=O)=[CH:17][CH:16]=1.[C:24]1([CH2:30][O:31][C:32]([C:34]2([NH2:40])[CH2:39][CH2:38][CH2:37][CH2:36][CH2:35]2)=[O:33])[CH:29]=[CH:28][CH:27]=[CH:26][CH:25]=1.ON1C2C=CC=CC=2N=N1. The catalyst is C(Cl)Cl. The product is [C:24]1([CH2:30][O:31][C:32]([C:34]2([NH:40][C:19]([C:18]3[CH:17]=[CH:16][C:15]([CH2:14][OH:13])=[CH:23][CH:22]=3)=[O:21])[CH2:35][CH2:36][CH2:37][CH2:38][CH2:39]2)=[O:33])[CH:25]=[CH:26][CH:27]=[CH:28][CH:29]=1. The yield is 0.560. (4) The reactants are [Br:1][C:2]1[C:3]([C:7]2[CH:12]=[CH:11][C:10]([N+:13]([O-:15])=[O:14])=[CH:9][CH:8]=2)=[N:4][NH:5][CH:6]=1.[H-].[Na+].I[CH2:19][CH3:20]. The catalyst is CN(C)C=O. The product is [Br:1][C:2]1[C:3]([C:7]2[CH:8]=[CH:9][C:10]([N+:13]([O-:15])=[O:14])=[CH:11][CH:12]=2)=[N:4][N:5]([CH2:19][CH3:20])[CH:6]=1. The yield is 0.940. (5) The reactants are [NH:1]1[CH2:6][CH2:5][CH:4]([CH:7]2[CH2:12][CH2:11][NH:10][CH2:9][CH2:8]2)[CH2:3][CH2:2]1.[CH3:13][C:14]([O:17][C:18](ON=C(C1C=CC=CC=1)C#N)=[O:19])([CH3:16])[CH3:15].C(=O)([O-])[O-].[K+].[K+]. The catalyst is O1CCCC1.C(Cl)(Cl)Cl. The product is [N:1]1([C:18]([O:17][C:14]([CH3:16])([CH3:15])[CH3:13])=[O:19])[CH2:6][CH2:5][CH:4]([CH:7]2[CH2:12][CH2:11][NH:10][CH2:9][CH2:8]2)[CH2:3][CH2:2]1. The yield is 0.450. (6) The reactants are Cl.Cl.[N:3]1[C:11]2[CH:10]=[CH:9][N:8]=[CH:7][C:6]=2[O:5][C:4]=1[NH:12][CH:13]1[CH2:18][CH2:17][NH:16][CH2:15][CH2:14]1.[C:19]1([C:25]2[NH:26][CH:27]=[C:28]([CH:30]=O)[N:29]=2)[CH:24]=[CH:23][CH:22]=[CH:21][CH:20]=1.C(N(C(C)C)C(C)C)C.C(O)(=O)C.C([BH3-])#N.[Na+]. The yield is 0.0900. The catalyst is C(O)C. The product is [N:3]1[C:11]2[CH:10]=[CH:9][N:8]=[CH:7][C:6]=2[O:5][C:4]=1[NH:12][CH:13]1[CH2:18][CH2:17][N:16]([CH2:30][C:28]2[NH:29][C:25]([C:19]3[CH:20]=[CH:21][CH:22]=[CH:23][CH:24]=3)=[N:26][CH:27]=2)[CH2:15][CH2:14]1. (7) The reactants are Br[C:2]1[CH:7]=[CH:6][C:5]([CH:8]([OH:13])[C:9]([F:12])([F:11])[F:10])=[CH:4][CH:3]=1.[C:14]1([CH3:23])[CH:19]=[CH:18][CH:17]=[C:16](B(O)O)[CH:15]=1.C([O-])([O-])=O.[K+].[K+].CCO. The catalyst is [Pd].C(Cl)Cl.O. The product is [F:10][C:9]([F:12])([F:11])[CH:8]([C:5]1[CH:6]=[CH:7][CH:2]=[CH:3][C:4]=1[C:16]1[CH:17]=[CH:18][CH:19]=[C:14]([CH3:23])[CH:15]=1)[OH:13]. The yield is 0.720. (8) The reactants are [NH2:1][C:2]1[S:3]/[C:4](=[CH:8]\[C:9]2[CH:14]=[C:13]([O:15][CH3:16])[C:12]([OH:17])=[C:11]([Cl:18])[CH:10]=2)/[C:5](=[O:7])[N:6]=1.Br[CH2:20][C:21]([C:23]1[CH:28]=[CH:27][CH:26]=[C:25]([N:29]2[CH2:34][CH2:33][O:32][CH2:31][CH2:30]2)[CH:24]=1)=O. The product is [Cl:18][C:11]1[CH:10]=[C:9](/[CH:8]=[C:4]2/[C:5](=[O:7])[N:6]3[CH:20]=[C:21]([C:23]4[CH:28]=[CH:27][CH:26]=[C:25]([N:29]5[CH2:30][CH2:31][O:32][CH2:33][CH2:34]5)[CH:24]=4)[N:1]=[C:2]3[S:3]/2)[CH:14]=[C:13]([O:15][CH3:16])[C:12]=1[OH:17]. The yield is 0.470. No catalyst specified.